This data is from Catalyst prediction with 721,799 reactions and 888 catalyst types from USPTO. The task is: Predict which catalyst facilitates the given reaction. (1) Reactant: [C:1]([C:5]1[C:10]([Br:11])=[C:9]([I:12])[CH:8]=[C:7]([Si](C)(C)C)[N:6]=1)([CH3:4])([CH3:3])[CH3:2].O.O.O.[F-].C([N+](CCCC)(CCCC)CCCC)CCC. Product: [C:1]([C:5]1[C:10]([Br:11])=[C:9]([I:12])[CH:8]=[CH:7][N:6]=1)([CH3:4])([CH3:2])[CH3:3]. The catalyst class is: 1. (2) Reactant: [C:1](OC(O[C:1]([CH3:4])([CH3:3])[CH3:2])N(C)C)([CH3:4])([CH3:3])[CH3:2].[C:15]([O:19][C:20]([N:22]1[CH2:26][CH2:25][C@H:24]([OH:27])[C@H:23]1[C:28]([OH:30])=[O:29])=[O:21])([CH3:18])([CH3:17])[CH3:16]. Product: [OH:27][C@H:24]1[CH2:25][CH2:26][N:22]([C:20]([O:19][C:15]([CH3:18])([CH3:16])[CH3:17])=[O:21])[C@@H:23]1[C:28]([O:30][C:1]([CH3:4])([CH3:3])[CH3:2])=[O:29]. The catalyst class is: 6.